This data is from Forward reaction prediction with 1.9M reactions from USPTO patents (1976-2016). The task is: Predict the product of the given reaction. Given the reactants [CH:1]1([C@H:7]([NH:41][C:42]([C:44]2[CH:49]=[N:48][CH:47]=[CH:46][N:45]=2)=[O:43])[C:8]([NH:10][C@@H:11]([C:37]([CH3:40])([CH3:39])[CH3:38])[C:12]([N:14]2[CH2:18][C@@H:17]3[CH2:19][CH2:20][CH2:21][C@@H:16]3[C@H:15]2[C:22]([NH:24][C@@H:25]([CH2:34][CH2:35][CH3:36])[CH:26]([OH:33])[C:27]([NH:29][CH:30]2[CH2:32][CH2:31]2)=[O:28])=[O:23])=[O:13])=[O:9])[CH2:6][CH2:5][CH2:4][CH2:3][CH2:2]1.CC(OI1(OC(C)=O)(OC(C)=O)OC(=O)C2C=CC=CC1=2)=O.CC1(C)N([O])C(C)(C)CCC1.Cl[O-].[Na+].C1(NC(=O)C(O)[C@@H](NC(C2C3CCCC3CN2)=O)CCC)CC1.S(=O)(O)[O-].[Na+], predict the reaction product. The product is: [CH:1]1([C@H:7]([NH:41][C:42]([C:44]2[CH:49]=[N:48][CH:47]=[CH:46][N:45]=2)=[O:43])[C:8]([NH:10][C@@H:11]([C:37]([CH3:38])([CH3:39])[CH3:40])[C:12]([N:14]2[CH2:18][C@@H:17]3[CH2:19][CH2:20][CH2:21][C@@H:16]3[C@H:15]2[C:22]([NH:24][C@@H:25]([CH2:34][CH2:35][CH3:36])[C:26](=[O:33])[C:27]([NH:29][CH:30]2[CH2:31][CH2:32]2)=[O:28])=[O:23])=[O:13])=[O:9])[CH2:6][CH2:5][CH2:4][CH2:3][CH2:2]1.